From a dataset of Forward reaction prediction with 1.9M reactions from USPTO patents (1976-2016). Predict the product of the given reaction. (1) Given the reactants [NH2:1][C:2]1[CH:7]=[CH:6][C:5]([N:8]2[CH2:13][CH2:12][C:11](=O)[CH2:10][CH2:9]2)=[CH:4][CH:3]=1.Cl.[O:16]([NH2:18])[CH3:17], predict the reaction product. The product is: [CH3:17][O:16][N:18]=[C:11]1[CH2:12][CH2:13][N:8]([C:5]2[CH:6]=[CH:7][C:2]([NH2:1])=[CH:3][CH:4]=2)[CH2:9][CH2:10]1. (2) Given the reactants Br[CH2:2][CH2:3][CH2:4][N:5]1[CH2:10][CH2:9][O:8][CH2:7][CH2:6]1.C(#N)C.[N:14]1([C:20]([O:22][C:23]([CH3:26])([CH3:25])[CH3:24])=[O:21])[CH2:19][CH2:18][NH:17][CH2:16][CH2:15]1, predict the reaction product. The product is: [O:8]1[CH2:9][CH2:10][N:5]([CH2:4][CH2:3][CH2:2][N:17]2[CH2:16][CH2:15][N:14]([C:20]([O:22][C:23]([CH3:26])([CH3:25])[CH3:24])=[O:21])[CH2:19][CH2:18]2)[CH2:6][CH2:7]1. (3) Given the reactants [O:1]=[C:2]1[N:7]([C:8]2[CH:13]=[CH:12][CH:11]=[C:10]([C:14]([F:17])([F:16])[F:15])[CH:9]=2)[C:6](=[O:18])[C:5]([C:19]([OH:21])=O)=[CH:4][NH:3]1.Cl.[NH2:23][S:24]([C:27]1[CH:34]=[CH:33][C:30]([CH2:31][NH2:32])=[CH:29][CH:28]=1)(=[O:26])=[O:25], predict the reaction product. The product is: [NH2:23][S:24]([C:27]1[CH:28]=[CH:29][C:30]([CH2:31][NH:32][C:19]([C:5]2[C:6](=[O:18])[N:7]([C:8]3[CH:13]=[CH:12][CH:11]=[C:10]([C:14]([F:17])([F:16])[F:15])[CH:9]=3)[C:2](=[O:1])[NH:3][CH:4]=2)=[O:21])=[CH:33][CH:34]=1)(=[O:25])=[O:26]. (4) Given the reactants [CH2:1]([C:3]1[CH:8]=[CH:7][C:6](I)=[CH:5][CH:4]=1)[CH3:2].[CH3:10][Si:11]([C:14]#[CH:15])([CH3:13])[CH3:12], predict the reaction product. The product is: [CH2:1]([C:3]1[CH:8]=[CH:7][C:6]([C:15]#[C:14][Si:11]([CH3:13])([CH3:12])[CH3:10])=[CH:5][CH:4]=1)[CH3:2]. (5) Given the reactants COC[O:4][CH2:5][CH2:6][CH2:7][C:8]1[C:9]([CH:13]([CH3:15])[CH3:14])=[N:10][NH:11][CH:12]=1.Cl[C:17]1[N:18]=[N:19][C:20]([O:23][CH3:24])=[CH:21][CH:22]=1.[H-].[Na+].[H][H], predict the reaction product. The product is: [CH3:24][O:23][C:20]1[N:19]=[N:18][C:17]([N:11]2[CH:12]=[C:8]([CH2:7][CH2:6][CH2:5][OH:4])[C:9]([CH:13]([CH3:14])[CH3:15])=[N:10]2)=[CH:22][CH:21]=1. (6) The product is: [NH2:14][CH2:13][C:2]1([OH:1])[CH2:3][CH2:4][N:5]([C:8]([O:10][CH2:11][CH3:12])=[O:9])[CH2:6][CH2:7]1. Given the reactants [OH:1][C:2]1([CH2:13][N+:14]([O-])=O)[CH2:7][CH2:6][N:5]([C:8]([O:10][CH2:11][CH3:12])=[O:9])[CH2:4][CH2:3]1, predict the reaction product. (7) The product is: [CH3:1][O:2][C:3]1[CH:8]=[C:7]([CH3:9])[C:6]([S:10]([N:13]2[CH2:18][CH2:17][CH2:16][CH2:15][C@H:14]2[CH2:19][O:20][CH2:21][C:22]([OH:24])=[O:23])(=[O:12])=[O:11])=[C:5]([CH3:29])[CH:4]=1. Given the reactants [CH3:1][O:2][C:3]1[CH:8]=[C:7]([CH3:9])[C:6]([S:10]([N:13]2[CH2:18][CH2:17][CH2:16][CH2:15][C@H:14]2[CH2:19][O:20][CH2:21][C:22]([O:24]C(C)(C)C)=[O:23])(=[O:12])=[O:11])=[C:5]([CH3:29])[CH:4]=1.FC(F)(F)C(O)=O, predict the reaction product. (8) Given the reactants [OH:1][CH2:2][C:3]1[CH:11]=[CH:10][C:6]([C:7]([OH:9])=O)=[CH:5][CH:4]=1.Cl.[CH3:13][NH:14][O:15][CH3:16].Cl.CN(C)CCCN=C=NCC.ON1C2C=CC=CC=2N=N1.C(N(CC)C(C)C)(C)C, predict the reaction product. The product is: [OH:1][CH2:2][C:3]1[CH:4]=[CH:5][C:6]([C:7]([N:14]([O:15][CH3:16])[CH3:13])=[O:9])=[CH:10][CH:11]=1.